From a dataset of Forward reaction prediction with 1.9M reactions from USPTO patents (1976-2016). Predict the product of the given reaction. (1) Given the reactants [Cl:1][C:2]1[C:10]([C:11]#[N:12])=[CH:9][CH:8]=[C:7]2[C:3]=1[CH:4]=[C:5]([CH2:13][CH2:14][CH3:15])[NH:6]2.Br[CH2:17][CH2:18][O:19][C:20]1[CH:25]=[CH:24][C:23]([NH:26][C:27](=[O:29])[CH3:28])=[CH:22][CH:21]=1, predict the reaction product. The product is: [Cl:1][C:2]1[C:10]([C:11]#[N:12])=[CH:9][CH:8]=[C:7]2[C:3]=1[CH:4]=[C:5]([CH2:13][CH2:14][CH3:15])[N:6]2[CH2:17][CH2:18][O:19][C:20]1[CH:25]=[CH:24][C:23]([NH:26][C:27](=[O:29])[CH3:28])=[CH:22][CH:21]=1. (2) Given the reactants [OH:1][C:2]1[CH:11]=[C:10](I)[CH:9]=[CH:8][C:3]=1[C:4]([O:6][CH3:7])=[O:5].P([O-])([O-])([O-])=O.[K+].[K+].[K+].[F:21][C:22]1[CH:27]=[CH:26][C:25](B(O)O)=[CH:24][CH:23]=1.C1(P(C2CCCCC2)C2CCCCC2)CCCCC1, predict the reaction product. The product is: [F:21][C:22]1[CH:27]=[CH:26][C:25]([C:10]2[CH:9]=[CH:8][C:3]([C:4]([O:6][CH3:7])=[O:5])=[C:2]([OH:1])[CH:11]=2)=[CH:24][CH:23]=1.